This data is from Forward reaction prediction with 1.9M reactions from USPTO patents (1976-2016). The task is: Predict the product of the given reaction. (1) Given the reactants [NH:1]1[CH2:6][CH2:5][CH2:4][C@@H:3]([NH:7][C:8]([C:10]2[S:14][C:13]([C:15]3[CH:20]=[CH:19][C:18]([Cl:21])=[CH:17][CH:16]=3)=[N:12][C:11]=2[CH3:22])=[O:9])[CH2:2]1.[CH3:23][O:24][C:25]([C:27]1[CH:28]=[C:29](OB(O)O)[CH:30]=[CH:31][CH:32]=1)=[O:26], predict the reaction product. The product is: [Cl:21][C:18]1[CH:17]=[CH:16][C:15]([C:13]2[S:14][C:10]([C:8]([NH:7][C@@H:3]3[CH2:4][CH2:5][CH2:6][N:1]([C:31]4[CH:32]=[C:27]([CH:28]=[CH:29][CH:30]=4)[C:25]([O:24][CH3:23])=[O:26])[CH2:2]3)=[O:9])=[C:11]([CH3:22])[N:12]=2)=[CH:20][CH:19]=1. (2) Given the reactants [CH3:1][O:2][C:3]1[CH:4]=[C:5]2[C:10](=[CH:11][C:12]=1[O:13][CH3:14])[N:9]=[CH:8][CH:7]=[C:6]2[O:15][C:16]1[C:22]([CH3:23])=[CH:21][C:19]([NH2:20])=[C:18]([CH3:24])[CH:17]=1.C1(C)C=CC=CC=1.C(N(CC)CC)C.Cl[C:40](Cl)([O:42]C(=O)OC(Cl)(Cl)Cl)Cl.[CH2:51]([O:53][C:54]1[CH:62]=[CH:61][CH:60]=[CH:59][C:55]=1[CH:56]([OH:58])[CH3:57])[CH3:52], predict the reaction product. The product is: [CH3:1][O:2][C:3]1[CH:4]=[C:5]2[C:10](=[CH:11][C:12]=1[O:13][CH3:14])[N:9]=[CH:8][CH:7]=[C:6]2[O:15][C:16]1[C:22]([CH3:23])=[CH:21][C:19]([NH:20][C:40](=[O:42])[O:58][CH:56]([C:55]2[CH:59]=[CH:60][CH:61]=[CH:62][C:54]=2[O:53][CH2:51][CH3:52])[CH3:57])=[C:18]([CH3:24])[CH:17]=1. (3) Given the reactants [CH3:1][O:2][C:3](=[O:40])[N:4]([CH2:18][C:19]1[CH:24]=[C:23]([C:25]([F:28])([F:27])[F:26])[CH:22]=[CH:21][C:20]=1[C:29]1[CH:34]=[C:33]([CH:35]([CH3:37])[CH3:36])[CH:32]=[CH:31][C:30]=1[O:38][CH3:39])[CH2:5][C:6]1[CH:11]=[C:10]([CH:12]=[CH2:13])[CH:9]=[C:8]([C:14]([F:17])([F:16])[F:15])[CH:7]=1, predict the reaction product. The product is: [CH3:1][O:2][C:3](=[O:40])[N:4]([CH2:5][C:6]1[CH:7]=[C:8]([C:14]([F:17])([F:16])[F:15])[CH:9]=[C:10]([CH2:12][CH3:13])[CH:11]=1)[CH2:18][C:19]1[CH:24]=[C:23]([C:25]([F:28])([F:27])[F:26])[CH:22]=[CH:21][C:20]=1[C:29]1[CH:34]=[C:33]([CH:35]([CH3:37])[CH3:36])[CH:32]=[CH:31][C:30]=1[O:38][CH3:39]. (4) Given the reactants [Br:1][C:2]1[CH:3]=[C:4]2[C:10]([C@@H:11]([C:13]3[C:18]([O:19]C)=[CH:17][CH:16]=[C:15]([F:21])[C:14]=3[Cl:22])[CH3:12])=[CH:9][NH:8][C:5]2=[N:6][CH:7]=1.B(Br)(Br)Br, predict the reaction product. The product is: [Br:1][C:2]1[CH:3]=[C:4]2[C:10]([C@@H:11]([C:13]3[C:14]([Cl:22])=[C:15]([F:21])[CH:16]=[CH:17][C:18]=3[OH:19])[CH3:12])=[CH:9][NH:8][C:5]2=[N:6][CH:7]=1.